Dataset: Full USPTO retrosynthesis dataset with 1.9M reactions from patents (1976-2016). Task: Predict the reactants needed to synthesize the given product. Given the product [F:1][CH2:2][CH:3]([O:6][C:7]1[CH:8]=[C:9]([CH3:38])[C:10]([C:14]2[CH:19]=[CH:18][CH:17]=[C:16]([CH2:20][O:21][C:22]3[CH:27]=[CH:26][C:25]([C:28]4([CH2:32][C:33]([OH:35])=[O:34])[CH2:29][O:30][CH2:31]4)=[CH:24][CH:23]=3)[CH:15]=2)=[C:11]([CH3:13])[CH:12]=1)[CH2:4][F:5], predict the reactants needed to synthesize it. The reactants are: [F:1][CH2:2][CH:3]([O:6][C:7]1[CH:12]=[C:11]([CH3:13])[C:10]([C:14]2[CH:19]=[CH:18][CH:17]=[C:16]([CH2:20][O:21][C:22]3[CH:27]=[CH:26][C:25]([C:28]4([CH2:32][C:33]([O:35]CC)=[O:34])[CH2:31][O:30][CH2:29]4)=[CH:24][CH:23]=3)[CH:15]=2)=[C:9]([CH3:38])[CH:8]=1)[CH2:4][F:5].